Dataset: Forward reaction prediction with 1.9M reactions from USPTO patents (1976-2016). Task: Predict the product of the given reaction. (1) Given the reactants [Br:1][C:2]1[N:7]=[CH:6][C:5]([OH:8])=[CH:4][CH:3]=1.[C:9]([O:13][C:14](=[O:19])[NH:15][CH2:16][CH2:17]Br)([CH3:12])([CH3:11])[CH3:10].C(=O)([O-])[O-].[Cs+].[Cs+].CN(C)C=O, predict the reaction product. The product is: [C:9]([O:13][C:14](=[O:19])[NH:15][CH2:16][CH2:17][O:8][C:5]1[CH:6]=[N:7][C:2]([Br:1])=[CH:3][CH:4]=1)([CH3:12])([CH3:11])[CH3:10]. (2) Given the reactants [F:1][C:2]([F:16])([F:15])[CH2:3][S:4][C:5]1[C:6]([CH3:14])=[CH:7][C:8]([F:13])=[C:9]([NH:11][NH2:12])[CH:10]=1.[C:17](O[C:21](=[O:23])[CH3:22])(=[O:19])[CH3:18].[CH2:24](OCC)C, predict the reaction product. The product is: [CH:21]([O:23][CH:9]([CH3:8])[CH3:10])([CH3:24])[CH3:22].[F:13][C:8]1[CH:7]=[C:6]([CH3:14])[C:5]([S:4][CH2:3][C:2]([F:1])([F:15])[F:16])=[CH:10][C:9]=1[NH:11][NH:12][C:17](=[O:19])[CH3:18]. (3) Given the reactants Br[C:2]1[CH:7]=[CH:6][C:5]([O:8][CH2:9][O:10][CH3:11])=[CH:4][CH:3]=1.[Mg].[N+:13]([C:16]1[CH:23]=[CH:22][CH:21]=[CH:20][C:17]=1[CH:18]=[O:19])([O-:15])=[O:14].O, predict the reaction product. The product is: [CH3:11][O:10][CH2:9][O:8][C:5]1[CH:6]=[CH:7][C:2]([CH:18]([C:17]2[CH:20]=[CH:21][CH:22]=[CH:23][C:16]=2[N+:13]([O-:15])=[O:14])[OH:19])=[CH:3][CH:4]=1. (4) Given the reactants [F:1][C:2]([F:39])([F:38])[C:3]1[CH:33]=[C:32]([C:34]([F:37])([F:36])[F:35])[CH:31]=[CH:30][C:4]=1[CH2:5][N:6]1[C:14]2[C:9](=[CH:10][C:11]([CH:15]=[C:16]3[S:20][C:19]([N:21]4[CH2:26][CH2:25][NH:24][C@@H:23]([CH2:27][OH:28])[CH2:22]4)=[N:18][C:17]3=[O:29])=[CH:12][CH:13]=2)[CH:8]=[N:7]1.Cl[C:41]([O:43][CH3:44])=[O:42], predict the reaction product. The product is: [F:39][C:2]([F:38])([F:1])[C:3]1[CH:33]=[C:32]([C:34]([F:37])([F:35])[F:36])[CH:31]=[CH:30][C:4]=1[CH2:5][N:6]1[C:14]2[C:9](=[CH:10][C:11]([CH:15]=[C:16]3[S:20][C:19]([N:21]4[CH2:26][CH2:25][N:24]([C:41]([O:43][CH3:44])=[O:42])[C@@H:23]([CH2:27][OH:28])[CH2:22]4)=[N:18][C:17]3=[O:29])=[CH:12][CH:13]=2)[CH:8]=[N:7]1. (5) Given the reactants C(OC([N:8]1[CH2:17][CH2:16][C:15]2[C:10](=[CH:11][C:12]([O:18][CH2:19][CH:20]3[CH2:25][CH2:24][N:23]([C:26]4[CH:31]=[CH:30][N:29]=[CH:28][CH:27]=4)[CH2:22][CH2:21]3)=[CH:13][CH:14]=2)[CH2:9]1)=O)(C)(C)C.FC(F)(F)C(O)=O, predict the reaction product. The product is: [N:29]1[CH:30]=[CH:31][C:26]([N:23]2[CH2:22][CH2:21][CH:20]([CH2:19][O:18][C:12]3[CH:11]=[C:10]4[C:15]([CH2:16][CH2:17][NH:8][CH2:9]4)=[CH:14][CH:13]=3)[CH2:25][CH2:24]2)=[CH:27][CH:28]=1. (6) Given the reactants [OH:1][C:2]1[CH:3]=[C:4]([C:7]([N+:13]([O-:15])=[O:14])=[CH:8][C:9]=1[CH2:10][CH:11]=[CH2:12])[CH2:5][OH:6].[C:16](=O)([O-])[O-].[K+].[K+].IC, predict the reaction product. The product is: [CH3:16][O:1][C:2]1[CH:3]=[C:4]([C:7]([N+:13]([O-:15])=[O:14])=[CH:8][C:9]=1[CH2:10][CH:11]=[CH2:12])[CH2:5][OH:6].